This data is from Experimentally validated miRNA-target interactions with 360,000+ pairs, plus equal number of negative samples. The task is: Binary Classification. Given a miRNA mature sequence and a target amino acid sequence, predict their likelihood of interaction. (1) The miRNA is hsa-miR-3201 with sequence GGGAUAUGAAGAAAAAU. The protein sequence of the target gene is MGSQTLQILRQGVWAALSGGWYYDPHQATFVNALHLYLWLFLLGLPFTLYMALPSSMIIVAVYCPVVAAVFIILKMVNYRLHRALDAGEIVDRSAKEFTDQRAKAEQGNCSTRRKDSNGPSDPGGGIEMSEFIREATPPVGCSSRNSYAGLDPSNQIGSGSSRLGTAATIKGDTDTAKTSDDISLSLGQSSSLCKEGSEEQDLATDRKLFRLVSNDSFISIQPSLSSCGQDLPRDFSDKVSLPSHSQHHRVDQSLCSACDTEVASLVPLHSHSYRKEHRPRGVPRTSSSAVAFPDASLSG.... Result: 0 (no interaction). (2) The miRNA is hsa-miR-6849-5p with sequence GAGUGGAUAGGGGAGUGUGUGGA. The protein sequence of the target gene is MTERPPSEAARSDPQLEGQDAAEARMAPPHLVLLNGVAKETSRAAPAEPPVIELGARSGAGGGPASGGGAARDLKGRDAVAAEARLRVPTTELCRPPGPAPAPAPASAPAELPGDGRMVQLSPPALAAPAGPGRALLYSLSQPLASLGSGFFGEPDAFPMFTNNNRVKRRPSPYEMEISDGPHTKVVRRIFTNSRERWRQQNVNGAFAELRKLIPTHPPDKKLSKNEILRLAMKYINFLAKLLNDQEEEGTQRAKPGKDPVVGAGGGGAGGGIPPEDLLQDVLSPNSSCGSSLDGAASPD.... Result: 0 (no interaction). (3) The miRNA is hsa-miR-4685-5p with sequence CCCAGGGCUUGGAGUGGGGCAAGGUU. The protein sequence of the target gene is MAVLLAAVLASSLYLQVAADFDGRWPRQIVSSIGLCRYGGRIDCCWGWARQSWGQCQPVCQPQCKHGECVGPNKCKCHPGFAGKTCNQDLNECGLKPRPCKHRCMNTFGSYKCYCLNGYMLLPDGSCSSALSCSMANCQYGCDVVKGQVRCQCPSPGLQLAPDGRTCVDIDECATGRVSCPRFRQCVNTFGSYICKCHTGFDLMYIGGKYQCHDIDECSLGQHQCSSYARCYNIHGSYKCQCRDGYEGDGLNCVYIPKVMIEPSGPIHMPERNGTISKGDGGHANRIPDAGSTRWPLKTP.... Result: 0 (no interaction).